From a dataset of Reaction yield outcomes from USPTO patents with 853,638 reactions. Predict the reaction yield, written as a fraction of the theoretical maximum amount of product (1.0 means a 100% yield; for example, 0.34 means a 34% yield). (1) The catalyst is C(Cl)Cl. The product is [F:35][C:34]([F:37])([F:36])[C:32]([OH:38])=[O:33].[NH:8]1[CH2:9][CH:10]([NH:12][C:13]2[CH:14]=[C:15]3[C:24](=[CH:25][C:26]=2[CH:27]2[CH2:28][CH2:29]2)[O:23][CH2:22][C:21]2[N:16]3[C@H:17]([CH3:31])[C:18](=[O:30])[NH:19][N:20]=2)[CH2:11]1. The reactants are C(OC([N:8]1[CH2:11][CH:10]([NH:12][C:13]2[CH:14]=[C:15]3[C:24](=[CH:25][C:26]=2[CH:27]2[CH2:29][CH2:28]2)[O:23][CH2:22][C:21]2[N:16]3[C@H:17]([CH3:31])[C:18](=[O:30])[NH:19][N:20]=2)[CH2:9]1)=O)(C)(C)C.[C:32]([OH:38])([C:34]([F:37])([F:36])[F:35])=[O:33]. The yield is 0.940. (2) The reactants are [CH:1]1[C:10]2[C:5](=[CH:6][CH:7]=[CH:8][CH:9]=2)[CH:4]=[CH:3][C:2]=1[S:11]([N:14]1[CH2:18][CH:17]([CH2:19][S:20][C:21]([C:34]2[CH:39]=[CH:38][CH:37]=[CH:36][CH:35]=2)([C:28]2[CH:33]=[CH:32][CH:31]=[CH:30][CH:29]=2)[C:22]2[CH:27]=[CH:26][CH:25]=[CH:24][CH:23]=2)[CH:16]([CH2:40][OH:41])[CH2:15]1)(=[O:13])=[O:12].[H-].[Na+].[CH2:44](Br)[C:45]1[CH:50]=[CH:49][CH:48]=[CH:47][CH:46]=1.O. The catalyst is CN(C=O)C. The product is [CH:1]1[C:10]2[C:5](=[CH:6][CH:7]=[CH:8][CH:9]=2)[CH:4]=[CH:3][C:2]=1[S:11]([N:14]1[CH2:18][CH:17]([CH2:19][S:20][C:21]([C:22]2[CH:27]=[CH:26][CH:25]=[CH:24][CH:23]=2)([C:28]2[CH:29]=[CH:30][CH:31]=[CH:32][CH:33]=2)[C:34]2[CH:39]=[CH:38][CH:37]=[CH:36][CH:35]=2)[CH:16]([CH2:40][O:41][CH2:44][C:45]2[CH:50]=[CH:49][CH:48]=[CH:47][CH:46]=2)[CH2:15]1)(=[O:13])=[O:12]. The yield is 0.610. (3) The reactants are [Cl:1][C:2]1[CH:6]=[N:5][N:4]([CH3:7])[C:3]=1[C:8]1[CH:9]=[C:10]([NH2:23])[CH:11]=[CH:12][C:13]=1[O:14][CH2:15][CH2:16][N:17]1[CH2:22][CH2:21][O:20][CH2:19][CH2:18]1.[Cl:24][C:25]1[CH:26]=[C:27]([N:31]=[C:32]=[O:33])[CH:28]=[CH:29][CH:30]=1. The catalyst is C(Cl)Cl. The product is [Cl:1][C:2]1[CH:6]=[N:5][N:4]([CH3:7])[C:3]=1[C:8]1[CH:9]=[C:10]([NH:23][C:32]([NH:31][C:27]2[CH:28]=[CH:29][CH:30]=[C:25]([Cl:24])[CH:26]=2)=[O:33])[CH:11]=[CH:12][C:13]=1[O:14][CH2:15][CH2:16][N:17]1[CH2:18][CH2:19][O:20][CH2:21][CH2:22]1. The yield is 0.270. (4) The reactants are [CH3:1][O:2][C:3]([C:5]1[S:6][C:7]([Br:27])=[CH:8][C:9]=1[N:10]([C:18]([CH:20]1[CH2:25][CH2:24][CH:23]([CH3:26])[CH2:22][CH2:21]1)=[O:19])[CH:11]1[CH2:16][CH2:15][C:14](=[O:17])[CH2:13][CH2:12]1)=[O:4].[BH4-].[Na+]. The catalyst is CO. The product is [CH3:1][O:2][C:3]([C:5]1[S:6][C:7]([Br:27])=[CH:8][C:9]=1[N:10]([CH:11]1[CH2:12][CH2:13][CH:14]([OH:17])[CH2:15][CH2:16]1)[C:18]([CH:20]1[CH2:21][CH2:22][CH:23]([CH3:26])[CH2:24][CH2:25]1)=[O:19])=[O:4]. The yield is 0.770. (5) The reactants are [CH2:1]([N:3]1[C:11]2[C:6](=[CH:7][CH:8]=[C:9]([O:12][CH3:13])[CH:10]=2)[C:5]([C:14](=[N:16][OH:17])[CH3:15])=[CH:4]1)[CH3:2].[Li][CH2:19]CCC.CN(C=O)C.O. The catalyst is C1COCC1. The product is [CH2:1]([N:3]1[C:11]2[C:6](=[CH:7][CH:8]=[C:9]([O:12][CH3:13])[CH:10]=2)[C:5]([C:14]2[CH:15]=[CH:19][O:17][N:16]=2)=[CH:4]1)[CH3:2]. The yield is 0.120. (6) The yield is 0.844. The product is [CH2:8]1[CH2:12][O:11][C:10]2[CH:13]=[CH:14][C:15]3[CH2:16][CH2:17]/[C:18](=[CH:23]\[C:21]#[N:22])/[C:19]=3[C:9]1=2. The catalyst is CO.O. The reactants are C1(C)C=CC=CC=1.[CH2:8]1[CH2:12][O:11][C:10]2[CH:13]=[CH:14][C:15]3[CH2:16][CH2:17][C:18](=O)[C:19]=3[C:9]1=2.[C:21]([CH2:23]P(=O)(OCC)OCC)#[N:22].C[O-].[Na+]. (7) The reactants are Cl[C:2]1[CH:7]=[CH:6][N:5]=[CH:4][C:3]=1[N+:8]([O-:10])=[O:9].[F:11][C:12]([F:28])([F:27])[C@H:13]1[CH2:18][NH:17][CH2:16][C@@H:15]([NH:19][C:20](=[O:26])[O:21][C:22]([CH3:25])([CH3:24])[CH3:23])[CH2:14]1.CCN(C(C)C)C(C)C. The catalyst is CC(O)C. The product is [N+:8]([C:3]1[CH:4]=[N:5][CH:6]=[CH:7][C:2]=1[N:17]1[CH2:18][C@H:13]([C:12]([F:28])([F:27])[F:11])[CH2:14][C@H:15]([NH:19][C:20](=[O:26])[O:21][C:22]([CH3:24])([CH3:23])[CH3:25])[CH2:16]1)([O-:10])=[O:9]. The yield is 0.800. (8) The reactants are C(OC([N:6]1[C:10]2=[N:11][CH:12]=[C:13](B3OC(C)(C)C(C)(C)O3)[CH:14]=[C:9]2[CH:8]=[C:7]1[C:24]1[C:29]([F:30])=[CH:28][CH:27]=[CH:26][C:25]=1[F:31])=O)C.[CH2:32]([N:34]1[C:38](OS(C(F)(F)F)(=O)=O)=[CH:37][C:36]([C:47]2[CH:48]=[N:49][CH:50]=[CH:51][CH:52]=2)=[N:35]1)[CH3:33].C([O-])([O-])=O.[K+].[K+]. The catalyst is O1CCOCC1.C1C=CC(P(C2C=CC=CC=2)[C-]2C=CC=C2)=CC=1.C1C=CC(P(C2C=CC=CC=2)[C-]2C=CC=C2)=CC=1.Cl[Pd]Cl.[Fe+2]. The product is [F:30][C:29]1[CH:28]=[CH:27][CH:26]=[C:25]([F:31])[C:24]=1[C:7]1[NH:6][C:10]2=[N:11][CH:12]=[C:13]([C:38]3[N:34]([CH2:32][CH3:33])[N:35]=[C:36]([C:47]4[CH:48]=[N:49][CH:50]=[CH:51][CH:52]=4)[CH:37]=3)[CH:14]=[C:9]2[CH:8]=1. The yield is 0.250. (9) The reactants are [CH:1]1([C:4]2[CH:9]=[C:8]([F:10])[C:7]([N+:11]([O-:13])=[O:12])=[CH:6][C:5]=2[NH2:14])[CH2:3][CH2:2]1.[C:15](Cl)(=[O:17])[CH3:16]. No catalyst specified. The product is [CH:1]1([C:4]2[CH:9]=[C:8]([F:10])[C:7]([N+:11]([O-:13])=[O:12])=[CH:6][C:5]=2[NH:14][C:15](=[O:17])[CH3:16])[CH2:3][CH2:2]1. The yield is 0.840.